Dataset: Reaction yield outcomes from USPTO patents with 853,638 reactions. Task: Predict the reaction yield, written as a fraction of the theoretical maximum amount of product (1.0 means a 100% yield; for example, 0.34 means a 34% yield). The reactants are [CH3:1][CH:2]([C:4]1[C:5]([C:20]2[CH:25]=[CH:24][CH:23]=[CH:22][CH:21]=2)=[C:6]([O:16]COC)[C:7]2[C:12]([CH:13]=1)=[CH:11][C:10]([O:14][CH3:15])=[CH:9][CH:8]=2)[CH3:3].Cl. The catalyst is O1CCOCC1.O.[Cl-].[Na+].O. The product is [CH3:3][CH:2]([C:4]1[C:5]([C:20]2[CH:25]=[CH:24][CH:23]=[CH:22][CH:21]=2)=[C:6]([OH:16])[C:7]2[C:12]([CH:13]=1)=[CH:11][C:10]([O:14][CH3:15])=[CH:9][CH:8]=2)[CH3:1]. The yield is 0.980.